From a dataset of Reaction yield outcomes from USPTO patents with 853,638 reactions. Predict the reaction yield, written as a fraction of the theoretical maximum amount of product (1.0 means a 100% yield; for example, 0.34 means a 34% yield). (1) The catalyst is CN(C=O)C. The reactants are [F:1][C:2]1[CH:3]=[C:4]([C@H:8]2[CH2:12][CH2:11][CH2:10][N:9]2[C:13]2[CH:18]=[CH:17][N:16]3[N:19]=[CH:20][C:21]([C:22](O)=[O:23])=[C:15]3[N:14]=2)[CH:5]=[N:6][CH:7]=1.CN(C(ON1N=NC2[CH:36]=[CH:37][CH:38]=[N:39]C1=2)=[N+](C)C)C.F[P-](F)(F)(F)(F)F.C1(N)CC1.C(N(C(C)C)CC)(C)C. The product is [CH:38]1([NH:39][C:22]([C:21]2[CH:20]=[N:19][N:16]3[CH:17]=[CH:18][C:13]([N:9]4[CH2:10][CH2:11][CH2:12][C@@H:8]4[C:4]4[CH:5]=[N:6][CH:7]=[C:2]([F:1])[CH:3]=4)=[N:14][C:15]=23)=[O:23])[CH2:36][CH2:37]1. The yield is 0.780. (2) The product is [CH3:1][O:2][C:3]1[CH:4]=[C:5]2[C:10](=[CH:11][C:12]=1[O:13][CH3:14])[N:9]=[CH:8][CH:7]=[C:6]2[O:15][C:16]1[C:22]([CH3:23])=[CH:21][C:19]([NH:20][C:26](=[O:28])[O:37][CH:38]([C:39]#[N:40])[C:41]2[CH:46]=[CH:45][CH:44]=[CH:43][CH:42]=2)=[C:18]([CH3:24])[CH:17]=1. The yield is 0.390. The catalyst is C(Cl)Cl.C(N(CC)CC)C.C1(C)C=CC=CC=1. The reactants are [CH3:1][O:2][C:3]1[CH:4]=[C:5]2[C:10](=[CH:11][C:12]=1[O:13][CH3:14])[N:9]=[CH:8][CH:7]=[C:6]2[O:15][C:16]1[C:22]([CH3:23])=[CH:21][C:19]([NH2:20])=[C:18]([CH3:24])[CH:17]=1.Cl[C:26](Cl)([O:28]C(=O)OC(Cl)(Cl)Cl)Cl.[OH:37][CH:38]([C:41]1[CH:46]=[CH:45][CH:44]=[CH:43][CH:42]=1)[C:39]#[N:40].C(=O)(O)[O-].[Na+]. (3) The reactants are Br[C:2]1[S:3][C:4]([C:7]2[CH:8]=[C:9]([NH:14][C:15]3[N:20]=[C:19]([C:21]([F:24])([F:23])[F:22])[CH:18]=[CH:17][N:16]=3)[CH:10]=[C:11]([CH3:13])[CH:12]=2)=[CH:5][N:6]=1.CC1(C)C(C)(C)OB([C:33]2[CH:34]=[N:35][NH:36][CH:37]=2)O1.C([O-])([O-])=O.[Na+].[Na+]. The catalyst is C1C=CC(P(C2C=CC=CC=2)[C-]2C=CC=C2)=CC=1.C1C=CC(P(C2C=CC=CC=2)[C-]2C=CC=C2)=CC=1.Cl[Pd]Cl.[Fe+2].C(Cl)Cl.C1C=CC(P(C2C=CC=CC=2)[C-]2C=CC=C2)=CC=1.C1C=CC(P(C2C=CC=CC=2)[C-]2C=CC=C2)=CC=1.Cl[Pd]Cl.[Fe+2].O1CCOCC1. The product is [CH3:13][C:11]1[CH:10]=[C:9]([NH:14][C:15]2[N:20]=[C:19]([C:21]([F:24])([F:23])[F:22])[CH:18]=[CH:17][N:16]=2)[CH:8]=[C:7]([C:4]2[S:3][C:2]([C:33]3[CH:34]=[N:35][NH:36][CH:37]=3)=[N:6][CH:5]=2)[CH:12]=1. The yield is 0.0780. (4) The reactants are [CH2:1]([CH:11]([CH2:23][CH2:24][CH2:25]/[CH:26]=[CH:27]\[CH2:28][CH2:29][CH2:30][CH2:31][CH3:32])[CH:12]([OH:22])[CH2:13][CH2:14]/[CH:15]=[CH:16]\[CH2:17][CH2:18][CH2:19][CH2:20][CH3:21])[CH2:2][CH2:3]/[CH:4]=[CH:5]\[CH2:6][CH2:7][CH2:8][CH2:9][CH3:10].Cl.[CH3:34][N:35]([CH3:42])[CH2:36][CH2:37][CH2:38][C:39](O)=[O:40].CCN=C=NCCCN(C)C.Cl.CCN(C(C)C)C(C)C. The catalyst is ClCCl.CN(C1C=CN=CC=1)C. The product is [CH3:34][N:35]([CH3:42])[CH2:36][CH2:37][CH2:38][C:39]([O:22][CH:12]([CH:11]([CH2:1][CH2:2][CH2:3]/[CH:4]=[CH:5]\[CH2:6][CH2:7][CH2:8][CH2:9][CH3:10])[CH2:23][CH2:24][CH2:25]/[CH:26]=[CH:27]\[CH2:28][CH2:29][CH2:30][CH2:31][CH3:32])[CH2:13][CH2:14]/[CH:15]=[CH:16]\[CH2:17][CH2:18][CH2:19][CH2:20][CH3:21])=[O:40]. The yield is 0.670. (5) The reactants are [CH2:1]([O:8][C:9]1[CH:18]=[C:17]([O:19][CH2:20][C:21]2[CH:26]=[CH:25][CH:24]=[CH:23][CH:22]=2)[C:16]([C:27]([CH3:29])=[CH2:28])=[CH:15][C:10]=1[C:11]([O:13]C)=[O:12])[C:2]1[CH:7]=[CH:6][CH:5]=[CH:4][CH:3]=1.[OH-].[K+]. The catalyst is CO.O. The product is [CH2:1]([O:8][C:9]1[CH:18]=[C:17]([O:19][CH2:20][C:21]2[CH:26]=[CH:25][CH:24]=[CH:23][CH:22]=2)[C:16]([C:27]([CH3:29])=[CH2:28])=[CH:15][C:10]=1[C:11]([OH:13])=[O:12])[C:2]1[CH:3]=[CH:4][CH:5]=[CH:6][CH:7]=1. The yield is 0.890. (6) The reactants are [CH:1]([C:3]1[CH:15]=[CH:14][C:13]([O:16][CH3:17])=[CH:12][C:4]=1[O:5][CH2:6][C:7]([O:9][CH2:10][CH3:11])=[O:8])=O.C1CCN2C(=NCCC2)CC1.CO. The catalyst is CCOC(C)=O. The product is [CH3:17][O:16][C:13]1[CH:14]=[CH:15][C:3]2[CH:1]=[C:6]([C:7]([O:9][CH2:10][CH3:11])=[O:8])[O:5][C:4]=2[CH:12]=1. The yield is 0.770. (7) The reactants are Cl.[NH2:2][C:3]1[CH:9]=[CH:8][C:6]([OH:7])=[CH:5][C:4]=1[OH:10].C([O-])(=O)C.[Na+].[C:16](OCC)(OCC)(OCC)[O:17][CH2:18][CH3:19]. The catalyst is C(O)C. The product is [CH2:18]([O:17][C:16]1[O:10][C:4]2[CH:5]=[C:6]([OH:7])[CH:8]=[CH:9][C:3]=2[N:2]=1)[CH3:19]. The yield is 0.600.